From a dataset of Forward reaction prediction with 1.9M reactions from USPTO patents (1976-2016). Predict the product of the given reaction. (1) Given the reactants C(O[C:4]([C:6]1[N:14]([CH3:15])[C:13]2[CH:12]=[CH:11][N:10]=[C:9](CC)[C:8]=2[C:7]=1[NH:18][C:19]1[CH:24]=[CH:23][C:22]([I:25])=[CH:21][C:20]=1[F:26])=[O:5])C.[OH-].[Na+].[CH:29]([O:31][CH2:32][CH2:33][O:34][NH2:35])=[CH2:30].CCN=C=NCCCN(C)C.C1C=CC2N(O)N=NC=2C=1.CCN(C(C)C)C(C)C, predict the reaction product. The product is: [CH:29]([O:31][CH2:32][CH2:33][O:34][NH:35][C:4]([C:6]1[N:14]([CH3:15])[C:13]2[CH:12]=[CH:11][N:10]=[CH:9][C:8]=2[C:7]=1[NH:18][C:19]1[CH:24]=[CH:23][C:22]([I:25])=[CH:21][C:20]=1[F:26])=[O:5])=[CH2:30]. (2) Given the reactants [C:1]([NH:4][C:5]1[CH:6]=[N:7][C:8]2[C:13]([CH:14]=1)=[CH:12][CH:11]=[CH:10][CH:9]=2)(=[O:3])[CH3:2].C(Cl)(Cl)Cl, predict the reaction product. The product is: [C:1]([NH:4][CH:5]1[CH2:14][C:13]2[C:8](=[CH:9][CH:10]=[CH:11][CH:12]=2)[NH:7][CH2:6]1)(=[O:3])[CH3:2]. (3) Given the reactants [C:1]([O:5][C:6](=[O:11])[NH:7][CH2:8][CH2:9]Cl)([CH3:4])([CH3:3])[CH3:2].[C:12]([C:16]1[CH:21]=[CH:20][CH:19]=[CH:18][C:17]=1[OH:22])([CH3:15])([CH3:14])[CH3:13].C([O-])([O-])=O.[Cs+].[Cs+].CN(C=O)C, predict the reaction product. The product is: [C:12]([C:16]1[CH:21]=[CH:20][CH:19]=[CH:18][C:17]=1[O:22][CH2:9][CH2:8][NH:7][C:6](=[O:11])[O:5][C:1]([CH3:4])([CH3:3])[CH3:2])([CH3:15])([CH3:13])[CH3:14].